This data is from Reaction yield outcomes from USPTO patents with 853,638 reactions. The task is: Predict the reaction yield, written as a fraction of the theoretical maximum amount of product (1.0 means a 100% yield; for example, 0.34 means a 34% yield). (1) The reactants are [CH3:1][O:2][C:3]1[CH:8]=[CH:7][CH:6]=[CH:5][C:4]=1[N:9]1[CH2:14][CH2:13][N:12]([CH2:15][CH2:16][C:17]([C:25]([CH:27]2[CH2:32][CH2:31][CH2:30][CH2:29][CH2:28]2)=[O:26])([C:19]2[CH:24]=[CH:23][CH:22]=[CH:21][CH:20]=2)[CH3:18])[CH2:11][CH2:10]1.[ClH:33].C(OCC)C. The catalyst is CO. The product is [ClH:33].[ClH:33].[CH3:1][O:2][C:3]1[CH:8]=[CH:7][CH:6]=[CH:5][C:4]=1[N:9]1[CH2:10][CH2:11][N:12]([CH2:15][CH2:16][C:17]([C:25]([CH:27]2[CH2:32][CH2:31][CH2:30][CH2:29][CH2:28]2)=[O:26])([C:19]2[CH:20]=[CH:21][CH:22]=[CH:23][CH:24]=2)[CH3:18])[CH2:13][CH2:14]1. The yield is 0.760. (2) The reactants are [CH3:1][O:2][C:3](=[O:33])[C:4]1[CH:9]=[CH:8][C:7]([CH2:10][N:11]2[CH:15]=[C:14]([C:16]3[CH:21]=[CH:20][C:19]([Cl:22])=[CH:18][C:17]=3[Cl:23])[N:13]=[C:12]2/[CH:24]=[CH:25]/[C:26]2[CH:31]=[CH:30][C:29](Br)=[CH:28][CH:27]=2)=[CH:6][CH:5]=1.[CH3:34][O:35][C:36]1[CH:41]=[CH:40][C:39](B(O)O)=[CH:38][N:37]=1. No catalyst specified. The product is [CH3:1][O:2][C:3](=[O:33])[C:4]1[CH:9]=[CH:8][C:7]([CH2:10][N:11]2[CH:15]=[C:14]([C:16]3[CH:21]=[CH:20][C:19]([Cl:22])=[CH:18][C:17]=3[Cl:23])[N:13]=[C:12]2/[CH:24]=[CH:25]/[C:26]2[CH:31]=[CH:30][C:29]([C:39]3[CH:38]=[N:37][C:36]([O:35][CH3:34])=[CH:41][CH:40]=3)=[CH:28][CH:27]=2)=[CH:6][CH:5]=1. The yield is 0.700. (3) The reactants are [CH3:1][O:2][C:3]1[C:4]([CH2:12][N:13]([CH3:15])[CH3:14])=[C:5]2[C:9](=[CH:10][CH:11]=1)[NH:8][CH:7]=[CH:6]2.CN(C=O)C.[C:21]([C:23]1[CH:28]=[CH:27][CH:26]=[CH:25][C:24]=1[S:29](Cl)(=[O:31])=[O:30])#[N:22]. No catalyst specified. The product is [CH3:15][N:13]([CH2:12][C:4]1[C:3]([O:2][CH3:1])=[CH:11][CH:10]=[C:9]2[C:5]=1[CH:6]=[CH:7][N:8]2[S:29]([C:24]1[CH:25]=[CH:26][CH:27]=[CH:28][C:23]=1[C:21]#[N:22])(=[O:31])=[O:30])[CH3:14]. The yield is 0.220. (4) The reactants are [CH2:1]([N:3]1[CH2:8][CH2:7][NH:6][CH2:5][CH2:4]1)[CH3:2].[Cl:9][C:10]1[CH:11]=[N:12][CH:13]=[C:14]([Cl:17])[C:15]=1Cl.C(N(CC)CC)C. The catalyst is CN1C(=O)CCC1. The product is [Cl:17][C:14]1[CH:13]=[N:12][CH:11]=[C:10]([Cl:9])[C:15]=1[N:6]1[CH2:7][CH2:8][N:3]([CH2:1][CH3:2])[CH2:4][CH2:5]1. The yield is 0.660. (5) The reactants are [S:1]1[CH:5]=[CH:4][C:3]2[C:6]([N:10]3[CH2:15][CH2:14][N:13]([CH2:16][CH2:17][CH2:18][CH2:19][O:20][C:21]4[CH:30]=[C:29]5[C:24]([CH2:25][CH2:26][C:27](=[O:33])[N:28]5[CH2:31][OH:32])=[CH:23][CH:22]=4)[CH2:12][CH2:11]3)=[CH:7][CH:8]=[CH:9][C:2]1=2.N1C=CC=CC=1.[CH:40]1([C:46](Cl)=[O:47])[CH2:45][CH2:44][CH2:43][CH2:42][CH2:41]1.O. The catalyst is ClCCl. The product is [S:1]1[CH:5]=[CH:4][C:3]2[C:6]([N:10]3[CH2:15][CH2:14][N:13]([CH2:16][CH2:17][CH2:18][CH2:19][O:20][C:21]4[CH:30]=[C:29]5[C:24]([CH2:25][CH2:26][C:27](=[O:33])[N:28]5[CH2:31][O:32][C:46]([CH:40]5[CH2:45][CH2:44][CH2:43][CH2:42][CH2:41]5)=[O:47])=[CH:23][CH:22]=4)[CH2:12][CH2:11]3)=[CH:7][CH:8]=[CH:9][C:2]1=2. The yield is 0.253. (6) The yield is 0.600. The reactants are [CH3:1][O:2][C:3]([C:5]1[C:10](Cl)=[C:9]([NH:12][C:13](=[O:15])[CH3:14])[CH:8]=[C:7]([C:16]2[CH:21]=[CH:20][C:19]([Cl:22])=[C:18]([O:23][CH3:24])[C:17]=2[F:25])[N:6]=1)=[O:4].[CH2:26]([Sn](CCCC)(CCCC)C=C)[CH2:27]CC. The product is [CH3:1][O:2][C:3]([C:5]1[C:10]([CH:26]=[CH2:27])=[C:9]([NH:12][C:13](=[O:15])[CH3:14])[CH:8]=[C:7]([C:16]2[CH:21]=[CH:20][C:19]([Cl:22])=[C:18]([O:23][CH3:24])[C:17]=2[F:25])[N:6]=1)=[O:4]. The catalyst is C(#N)C.Cl[Pd](Cl)([P](C1C=CC=CC=1)(C1C=CC=CC=1)C1C=CC=CC=1)[P](C1C=CC=CC=1)(C1C=CC=CC=1)C1C=CC=CC=1. (7) The reactants are [CH2:1]([O:8][C:9]1[C:10]([Cl:28])=[C:11]([CH:16](OC)[C:17]2[C:25]3[C:20](=[N:21][CH:22]=[CH:23][CH:24]=3)[NH:19][CH:18]=2)[C:12]([F:15])=[CH:13][CH:14]=1)[C:2]1[CH:7]=[CH:6][CH:5]=[CH:4][CH:3]=1.FC(F)(F)C(O)=O.C([SiH](CC)CC)C. The catalyst is C(#N)C. The product is [CH2:1]([O:8][C:9]1[C:10]([Cl:28])=[C:11]([C:12]([F:15])=[CH:13][CH:14]=1)[CH2:16][C:17]1[C:25]2[C:20](=[N:21][CH:22]=[CH:23][CH:24]=2)[NH:19][CH:18]=1)[C:2]1[CH:3]=[CH:4][CH:5]=[CH:6][CH:7]=1. The yield is 0.700. (8) The reactants are [Cl:1][C:2]1[N:3]=[C:4](Cl)[C:5]2[CH2:11][O:10][CH2:9][CH:8]([C:12]3[CH:17]=[CH:16][C:15]([Cl:18])=[CH:14][CH:13]=3)[C:6]=2[N:7]=1.[CH3:20][NH:21][CH3:22]. No catalyst specified. The product is [Cl:1][C:2]1[N:3]=[C:4]([N:21]([CH3:22])[CH3:20])[C:5]2[CH2:11][O:10][CH2:9][CH:8]([C:12]3[CH:17]=[CH:16][C:15]([Cl:18])=[CH:14][CH:13]=3)[C:6]=2[N:7]=1. The yield is 0.780. (9) The reactants are [CH2:1]([NH:6][N:7]1[CH:11]=[CH:10][CH:9]=[CH:8]1)[CH2:2][CH2:3][CH2:4][CH3:5].[C:12](Cl)(=[O:16])[C:13](Cl)=[O:14]. The catalyst is ClC(Cl)C. The product is [CH2:1]([N:6]1[C:13](=[O:14])[C:12](=[O:16])[C:11]2=[CH:10][CH:9]=[CH:8][N:7]12)[CH2:2][CH2:3][CH2:4][CH3:5]. The yield is 0.0700. (10) The reactants are [Cl:1][C:2]1[C:3]([C:43]([F:46])([F:45])[F:44])=[CH:4][C:5]2[N:9]=[C:8]([CH:10]([NH:12][C:13](=[O:19])OC(C)(C)C)[CH3:11])[N:7]([C:20]3[CH:25]=[CH:24][C:23]([CH2:26][CH2:27][NH:28][C:29]([NH:31][S:32]([C:35]4[CH:40]=[CH:39][C:38]([CH3:41])=[CH:37][CH:36]=4)(=[O:34])=[O:33])=[O:30])=[CH:22][CH:21]=3)[C:6]=2[CH:42]=1.F[C:48](F)(F)C(O)=O.O. The catalyst is C(Cl)Cl. The product is [Cl:1][C:2]1[C:3]([C:43]([F:46])([F:45])[F:44])=[CH:4][C:5]2[N:9]=[C:8]([CH:10]([NH:12][C:13](=[O:19])[CH3:48])[CH3:11])[N:7]([C:20]3[CH:21]=[CH:22][C:23]([CH2:26][CH2:27][NH:28][C:29]([NH:31][S:32]([C:35]4[CH:36]=[CH:37][C:38]([CH3:41])=[CH:39][CH:40]=4)(=[O:34])=[O:33])=[O:30])=[CH:24][CH:25]=3)[C:6]=2[CH:42]=1. The yield is 0.990.